Predict the product of the given reaction. From a dataset of Forward reaction prediction with 1.9M reactions from USPTO patents (1976-2016). (1) Given the reactants [F:1][C:2]([F:15])([F:14])[S:3]([O:6]S(C(F)(F)F)(=O)=O)(=[O:5])=[O:4].O[C:17]1[CH:22]=[C:21]([CH3:23])[NH:20][C:19](=O)[C:18]=1[N+:25]([O-:27])=[O:26].C(N(CC)CC)C.[C:35]([O:39][C:40]([CH3:43])([CH3:42])[CH3:41])(=[O:38])[NH:36][NH2:37], predict the reaction product. The product is: [CH3:23][C:21]1[N:20]=[C:19]([O:6][S:3]([C:2]([F:15])([F:14])[F:1])(=[O:5])=[O:4])[C:18]([N+:25]([O-:27])=[O:26])=[C:17]([NH:37][NH:36][C:35]([O:39][C:40]([CH3:43])([CH3:42])[CH3:41])=[O:38])[CH:22]=1. (2) Given the reactants O.[O:2]=[CH:3][C@@H:4]([C@H:6]([C@@H:8]([C@@H:10]([CH2:12][OH:13])[OH:11])[OH:9])[OH:7])[OH:5].[C:14]([OH:26])(=[O:25])[CH2:15][C:16]([CH2:21][C:22]([OH:24])=[O:23])([C:18]([OH:20])=[O:19])[OH:17].[NH3:27].[SiH4].C([O-])(=O)CC(CC([O-])=O)(C([O-])=O)O.[NH4+].[NH4+].[NH4+], predict the reaction product. The product is: [C:14]([O-:26])(=[O:25])[CH2:15][C:16]([CH2:21][C:22]([O-:24])=[O:23])([C:18]([O-:20])=[O:19])[OH:17].[NH4+:27].[NH4+:27].[NH4+:27].[O:2]=[CH:3][C@@H:4]([C@H:6]([C@@H:8]([C@@H:10]([CH2:12][OH:13])[OH:11])[OH:9])[OH:7])[OH:5]. (3) Given the reactants [F:1][C:2]1[CH:3]=[C:4]([CH:8]=[C:9]([I:12])[C:10]=1[CH3:11])[C:5]([NH2:7])=[O:6].CO[C:15]([N:19]([CH3:21])[CH3:20])(OC)[CH3:16], predict the reaction product. The product is: [CH3:20][N:19]([CH3:21])/[C:15](=[N:7]/[C:5](=[O:6])[C:4]1[CH:8]=[C:9]([I:12])[C:10]([CH3:11])=[C:2]([F:1])[CH:3]=1)/[CH3:16]. (4) Given the reactants [CH2:1]([CH:6]1[CH2:11][CH2:10][CH:9]([CH:12]2[CH2:17][CH2:16][CH:15]([CH:18]([CH2:21][OH:22])[CH2:19][OH:20])[CH2:14][CH2:13]2)[CH2:8][CH2:7]1)[CH2:2][CH2:3][CH2:4][CH3:5].[C:23](Cl)(Cl)=[S:24].C1C=CC=CC=1, predict the reaction product. The product is: [CH2:1]([CH:6]1[CH2:11][CH2:10][CH:9]([CH:12]2[CH2:13][CH2:14][CH:15]([CH:18]3[CH2:19][O:20][C:23](=[S:24])[O:22][CH2:21]3)[CH2:16][CH2:17]2)[CH2:8][CH2:7]1)[CH2:2][CH2:3][CH2:4][CH3:5]. (5) Given the reactants CN(C)[CH:3]=[O:4].P(Cl)(Cl)(Cl)=O.[Br:11][C:12]1[S:16][C:15]2=[CH:17][N:18]=[CH:19][N:14]2[CH:13]=1.[OH-].[Na+], predict the reaction product. The product is: [Br:11][C:12]1[S:16][C:15]2=[C:17]([CH:3]=[O:4])[N:18]=[CH:19][N:14]2[CH:13]=1. (6) Given the reactants [NH2:1][C:2]1[CH:7]=[C:6]([N:8]2[CH2:12][CH2:11][CH2:10][S:9]2(=[O:14])=[O:13])[CH:5]=[CH:4][C:3]=1[C:15]([N:17]1[CH2:22][CH2:21][N:20]([C:23]2[CH:28]=[CH:27][C:26]([CH3:29])=[CH:25][C:24]=2[CH3:30])[CH2:19][CH2:18]1)=[O:16].[C:31](O[C:31]([O:33][C:34]([CH3:37])([CH3:36])[CH3:35])=[O:32])([O:33][C:34]([CH3:37])([CH3:36])[CH3:35])=[O:32], predict the reaction product. The product is: [C:34]([O:33][C:31](=[O:32])[NH:1][C:2]1[CH:7]=[C:6]([N:8]2[CH2:12][CH2:11][CH2:10][S:9]2(=[O:14])=[O:13])[CH:5]=[CH:4][C:3]=1[C:15]([N:17]1[CH2:22][CH2:21][N:20]([C:23]2[CH:28]=[CH:27][C:26]([CH3:29])=[CH:25][C:24]=2[CH3:30])[CH2:19][CH2:18]1)=[O:16])([CH3:37])([CH3:36])[CH3:35]. (7) The product is: [ClH:32].[C:1]1([S:7]([N:10]2[C:18]3[C:13](=[C:14]([N:19]4[CH2:24][CH2:23][NH:22][CH2:21][CH2:20]4)[CH:15]=[CH:16][CH:17]=3)[CH:12]=[N:11]2)(=[O:9])=[O:8])[CH:2]=[CH:3][CH:4]=[CH:5][CH:6]=1. Given the reactants [C:1]1([S:7]([N:10]2[C:18]3[C:13](=[C:14]([N:19]4[CH2:24][CH2:23][N:22](CC5C=CC=CC=5)[CH2:21][CH2:20]4)[CH:15]=[CH:16][CH:17]=3)[CH:12]=[N:11]2)(=[O:9])=[O:8])[CH:6]=[CH:5][CH:4]=[CH:3][CH:2]=1.[Cl:32]C(OC(Cl)C)=O, predict the reaction product. (8) Given the reactants [NH:1]1[CH2:4][CH2:3][CH:2]1[CH2:5][N:6]1[C:10]2=[N:11][CH:12]=[N:13][C:14]([NH2:15])=[C:9]2[C:8]([C:16]2[CH:21]=[CH:20][C:19]([O:22][C:23]3[CH:28]=[CH:27][CH:26]=[CH:25][CH:24]=3)=[CH:18][C:17]=2[F:29])=[N:7]1.[C:30]([CH2:32][C:33](O)=[O:34])#[N:31].C(P1(=O)OP(CCC)(=O)OP(CCC)(=O)O1)CC, predict the reaction product. The product is: [NH2:15][C:14]1[N:13]=[CH:12][N:11]=[C:10]2[N:6]([CH2:5][CH:2]3[CH2:3][CH2:4][N:1]3[C:33](=[O:34])[CH2:32][C:30]#[N:31])[N:7]=[C:8]([C:16]3[CH:21]=[CH:20][C:19]([O:22][C:23]4[CH:24]=[CH:25][CH:26]=[CH:27][CH:28]=4)=[CH:18][C:17]=3[F:29])[C:9]=12. (9) Given the reactants [N:1]1[CH:2]=[CH:3][N:4]2[CH:9]=[CH:8][C:7]([C:10]([OH:12])=O)=[CH:6][C:5]=12.[NH:13]1[CH2:18][CH2:17][CH2:16][C@@H:15]2[C:19]3[CH:20]=[CH:21][CH:22]=[CH:23][C:24]=3[CH2:25][C@H:14]12.F[P-](F)(F)(F)(F)F.N1(OC(N(C)C)=[N+](C)C)C2N=CC=CC=2N=N1, predict the reaction product. The product is: [N:13]1([C:10]([C:7]2[CH:8]=[CH:9][N:4]3[CH:3]=[CH:2][N:1]=[C:5]3[CH:6]=2)=[O:12])[CH2:18][CH2:17][CH2:16][C@@H:15]2[C:19]3[CH:20]=[CH:21][CH:22]=[CH:23][C:24]=3[CH2:25][C@H:14]12.